Task: Predict the product of the given reaction.. Dataset: Forward reaction prediction with 1.9M reactions from USPTO patents (1976-2016) (1) Given the reactants Cl.[Cl:2][C:3]1[CH:8]=[CH:7][C:6]([CH2:9][CH2:10][NH2:11])=[C:5]([F:12])[CH:4]=1.C(N(CC)CC)C.[F:20][C:21]([F:32])([F:31])[C:22]1[C:23]([C:28](O)=[O:29])=[N:24][CH:25]=[CH:26][CH:27]=1.ON1C2C=CC=CC=2N=N1.C(N=C=NCCCN(C)C)C, predict the reaction product. The product is: [Cl:2][C:3]1[CH:8]=[CH:7][C:6]([CH2:9][CH2:10][NH:11][C:28]([C:23]2[C:22]([C:21]([F:32])([F:20])[F:31])=[CH:27][CH:26]=[CH:25][N:24]=2)=[O:29])=[C:5]([F:12])[CH:4]=1. (2) Given the reactants [NH2:1][C:2]1[C:11](Br)=[N:10][C:9]([Br:13])=[CH:8][C:3]=1[C:4]([O:6][CH3:7])=[O:5].[Cl:14][C:15]1[CH:16]=[C:17](B(O)O)[CH:18]=[CH:19][C:20]=1[O:21][CH3:22].[F-].[Cs+], predict the reaction product. The product is: [NH2:1][C:2]1[C:11]([C:17]2[CH:18]=[CH:19][C:20]([O:21][CH3:22])=[C:15]([Cl:14])[CH:16]=2)=[N:10][C:9]([Br:13])=[CH:8][C:3]=1[C:4]([O:6][CH3:7])=[O:5].